This data is from Reaction yield outcomes from USPTO patents with 853,638 reactions. The task is: Predict the reaction yield, written as a fraction of the theoretical maximum amount of product (1.0 means a 100% yield; for example, 0.34 means a 34% yield). (1) The reactants are [CH3:1][N:2]([CH3:26])[C:3]([C:5]1[N:10]=[C:9]2[C:11]([CH3:15])=[C:12]([CH3:14])[NH:13][C:8]2=[C:7]([NH:16][CH2:17][C:18]2[C:23]([CH3:24])=[CH:22][CH:21]=[CH:20][C:19]=2[CH3:25])[CH:6]=1)=[O:4].[H-].[Na+].[CH2:29](Br)[C:30]1[CH:35]=[CH:34][CH:33]=[CH:32][CH:31]=1.[Cl-].[NH4+].C(OC(C)C)(C)C. The catalyst is CN(C=O)C.C(OCC)(=O)C.C(OCC)C.ClCCl. The product is [CH3:26][N:2]([CH3:1])[C:3]([C:5]1[N:10]=[C:9]2[C:11]([CH3:15])=[C:12]([CH3:14])[N:13]([CH2:29][C:30]3[CH:35]=[CH:34][CH:33]=[CH:32][CH:31]=3)[C:8]2=[C:7]([NH:16][CH2:17][C:18]2[C:23]([CH3:24])=[CH:22][CH:21]=[CH:20][C:19]=2[CH3:25])[CH:6]=1)=[O:4]. The yield is 0.380. (2) The reactants are Cl[C:2]1[C:11]2[C:6](=[CH:7][CH:8]=[CH:9][CH:10]=2)[C:5](=[O:12])[NH:4][N:3]=1.[C:13]1([CH2:19][SH:20])[CH:18]=[CH:17][CH:16]=[CH:15][CH:14]=1.[H-].[Na+]. The catalyst is CN(C=O)C. The product is [CH2:19]([S:20][C:2]1[C:11]2[C:6](=[CH:7][CH:8]=[CH:9][CH:10]=2)[C:5](=[O:12])[NH:4][N:3]=1)[C:13]1[CH:18]=[CH:17][CH:16]=[CH:15][CH:14]=1. The yield is 0.610. (3) The reactants are [CH2:1]([N:3]1[C:11]2[C:6](=[CH:7][CH:8]=[C:9]([O:12][CH3:13])[CH:10]=2)[C:5]([C:14]#[N:15])=[C:4]1[C:16]1[CH:17]=[CH:18][C:19]2[O:24][CH2:23][C:22](=[O:25])[NH:21][C:20]=2[CH:26]=1)[CH3:2].[H-].[Na+].[CH3:29]I. The catalyst is C1COCC1. The product is [CH2:1]([N:3]1[C:11]2[C:6](=[CH:7][CH:8]=[C:9]([O:12][CH3:13])[CH:10]=2)[C:5]([C:14]#[N:15])=[C:4]1[C:16]1[CH:17]=[CH:18][C:19]2[O:24][CH2:23][C:22](=[O:25])[N:21]([CH3:29])[C:20]=2[CH:26]=1)[CH3:2]. The yield is 0.760. (4) The reactants are [Cl:1][C:2]1[CH:3]=[CH:4][C:5]([S:8]([CH2:11][CH2:12][CH2:13]Cl)(=[O:10])=[O:9])=[N:6][CH:7]=1.CC(C)([O-])C.[K+].[Cl-].[NH4+]. The catalyst is O1CCCC1. The product is [Cl:1][C:2]1[CH:3]=[CH:4][C:5]([S:8]([CH:11]2[CH2:13][CH2:12]2)(=[O:10])=[O:9])=[N:6][CH:7]=1. The yield is 0.600. (5) The catalyst is C(O)(=O)C.[Pd]. The reactants are [CH2:1]([O:3][C:4]([C:6]1[C:15](=[O:16])[C:14]2[C:9](=[C:10](Br)[CH:11]=[CH:12][C:13]=2[O:17][CH3:18])[NH:8][CH:7]=1)=[O:5])[CH3:2].C([O-])(=O)C.[Na+]. The yield is 0.570. The product is [CH2:1]([O:3][C:4]([C:6]1[C:15](=[O:16])[C:14]2[C:9](=[CH:10][CH:11]=[CH:12][C:13]=2[O:17][CH3:18])[NH:8][CH:7]=1)=[O:5])[CH3:2].